This data is from Catalyst prediction with 721,799 reactions and 888 catalyst types from USPTO. The task is: Predict which catalyst facilitates the given reaction. (1) Reactant: CS(C)=O.[H-].[Na+].[I-].[CH3:8][S+](C)(C)=O.FC1C=CC([N:20]2[C:28]3[C:23](=[CH:24][C:25]4[C@@:33]5([CH2:39]C6C=CC=CN=6)[CH2:34]CC(=O)C[C@H]5CCCC=4C=3)[CH:22]=[N:21]2)=CC=1.FC1C=CC(N2C3C(=CC4[C@:66]5([CH2:72][C:73]6C=CC=CN=6)[CH2:67][CH2:68][C:69](=[O:71])[CH2:70][C@@H:65]5[CH2:64][CH2:63]CC=4C=3)C=N2)=CC=1. Product: [CH2:72]([C:66]12[CH2:67][CH2:68][C:69]3([CH2:8][O:71]3)[CH2:70][CH:65]1[CH2:64][CH2:63][CH2:39][C:33]1[C:25]2=[CH:24][C:23]2[CH:28]=[N:20][NH:21][C:22]=2[CH:34]=1)[CH3:73]. The catalyst class is: 49. (2) Reactant: [C:1]([O:5][C:6]([N:8]1[CH2:13][CH2:12][CH:11]([CH:14]([C:16]2[S:17][C:18]([F:21])=[CH:19][CH:20]=2)[OH:15])[CH2:10][CH2:9]1)=[O:7])([CH3:4])([CH3:3])[CH3:2]. Product: [C:1]([O:5][C:6]([N:8]1[CH2:13][CH2:12][CH:11]([C:14]([C:16]2[S:17][C:18]([F:21])=[CH:19][CH:20]=2)=[O:15])[CH2:10][CH2:9]1)=[O:7])([CH3:4])([CH3:2])[CH3:3]. The catalyst class is: 23. (3) Product: [C:1]([O:8][C:9]1[CH:17]=[CH:16][C:12]([C:13]([OH:15])=[O:14])=[CH:11][C:10]=1[CH2:18][CH:19]=[C:20]([CH3:22])[CH3:21])(=[O:3])[CH3:2]. Reactant: [C:1](OC(=O)C)(=[O:3])[CH3:2].[OH:8][C:9]1[CH:17]=[CH:16][C:12]([C:13]([OH:15])=[O:14])=[CH:11][C:10]=1[CH2:18][CH:19]=[C:20]([CH3:22])[CH3:21].O.Cl. The catalyst class is: 17. (4) Reactant: C(OC(=O)[NH:7][C@@H:8]([CH2:17][C:18]([N:20]1[CH2:24][CH2:23][C@H:22]([NH:25][C:26]([CH:28]2[CH2:30][CH2:29]2)=[O:27])[CH2:21]1)=[O:19])[CH2:9][C:10]1[CH:15]=[CH:14][CH:13]=[CH:12][C:11]=1[F:16])(C)(C)C.[F:32][C:33]([F:38])([F:37])[C:34]([OH:36])=[O:35].C1(C)C=CC=CC=1. Product: [F:32][C:33]([F:38])([F:37])[C:34]([OH:36])=[O:35].[NH2:7][C@H:8]([CH2:9][C:10]1[CH:15]=[CH:14][CH:13]=[CH:12][C:11]=1[F:16])[CH2:17][C:18]([N:20]1[CH2:24][CH2:23][C@H:22]([NH:25][C:26]([CH:28]2[CH2:29][CH2:30]2)=[O:27])[CH2:21]1)=[O:19]. The catalyst class is: 4. (5) Reactant: [NH2:1][C:2]1[C:10]2[C:5](=[N:6][CH:7]=[C:8]([C:11]3[O:12][CH:13]=[CH:14][CH:15]=3)[N:9]=2)[S:4][C:3]=1[C:16]([OH:18])=O.CN(C(ON1N=NC2C=CC=NC1=2)=[N+](C)C)C.F[P-](F)(F)(F)(F)F.CCN(C(C)C)C(C)C.Cl.[NH2:53][C:54]1[CH:55]=[C:56]([NH:61][C:62](=[O:74])[C:63]2[CH:68]=[CH:67][CH:66]=[C:65]([C:69]([C:72]#[N:73])([CH3:71])[CH3:70])[CH:64]=2)[CH:57]=[CH:58][C:59]=1[CH3:60]. Product: [NH2:1][C:2]1[C:10]2[C:5](=[N:6][CH:7]=[C:8]([C:11]3[O:12][CH:13]=[CH:14][CH:15]=3)[N:9]=2)[S:4][C:3]=1[C:16]([NH:53][C:54]1[CH:55]=[C:56]([NH:61][C:62](=[O:74])[C:63]2[CH:68]=[CH:67][CH:66]=[C:65]([C:69]([C:72]#[N:73])([CH3:70])[CH3:71])[CH:64]=2)[CH:57]=[CH:58][C:59]=1[CH3:60])=[O:18]. The catalyst class is: 3. (6) The catalyst class is: 7. Product: [Cl:1][C:2]1[CH:3]=[C:4]2[C:5]([C:23]([OH:24])=[C:29]([C:30]3[CH:35]=[CH:34][CH:33]=[CH:32][CH:31]=3)[C:28](=[O:36])[NH:27]2)=[CH:6][C:7]=1[C:8]1[CH:13]=[CH:12][C:11]([C:14]2[CH:19]=[CH:18][CH:17]=[C:16]([O:20][CH3:21])[C:15]=2[OH:22])=[CH:10][CH:9]=1. Reactant: [Cl:1][C:2]1[C:7]([C:8]2[CH:13]=[CH:12][C:11]([C:14]3[CH:19]=[CH:18][CH:17]=[C:16]([O:20][CH3:21])[C:15]=3[OH:22])=[CH:10][CH:9]=2)=[CH:6][C:5]([C:23](OC)=[O:24])=[C:4]([NH:27][C:28](=[O:36])[CH2:29][C:30]2[CH:35]=[CH:34][CH:33]=[CH:32][CH:31]=2)[CH:3]=1.C[Si]([N-][Si](C)(C)C)(C)C.[K+].Cl.